Dataset: Full USPTO retrosynthesis dataset with 1.9M reactions from patents (1976-2016). Task: Predict the reactants needed to synthesize the given product. (1) Given the product [Cl:24][C:17]1[S:18][C:14]2[CH:13]=[C:12]([O:11][C:10]([F:23])([F:22])[F:9])[CH:21]=[CH:20][C:15]=2[N:16]=1, predict the reactants needed to synthesize it. The reactants are: N(OCCC(C)C)=O.[F:9][C:10]([F:23])([F:22])[O:11][C:12]1[CH:21]=[CH:20][C:15]2[N:16]=[C:17](N)[S:18][C:14]=2[CH:13]=1.[ClH:24]. (2) The reactants are: [Cl:1][C:2]1[C:3]([C:24]2[CH:29]=[C:28]([F:30])[CH:27]=[CH:26][C:25]=2[O:31][CH3:32])=[C:4]2[CH:10]=[C:9]([C:11]3[CH2:16][CH2:15][N:14]([C:17](OC(C)(C)C)=O)[CH2:13][CH:12]=3)[NH:8][C:5]2=[N:6][CH:7]=1.F[C:34](F)(F)C(O)=O. Given the product [Cl:1][C:2]1[C:3]([C:24]2[CH:29]=[C:28]([F:30])[CH:27]=[CH:26][C:25]=2[O:31][CH3:32])=[C:4]2[CH:10]=[C:9]([C:11]3[CH2:16][CH2:15][N:14]([CH2:17][CH3:34])[CH2:13][CH:12]=3)[NH:8][C:5]2=[N:6][CH:7]=1, predict the reactants needed to synthesize it.